The task is: Predict the product of the given reaction.. This data is from Forward reaction prediction with 1.9M reactions from USPTO patents (1976-2016). (1) Given the reactants Br[C:2]1[CH:21]=[CH:20][CH:19]=[CH:18][C:3]=1[O:4][CH2:5][CH:6]1[CH:10]=[CH:9][CH2:8][N:7]1[C:11]([O:13][C:14]([CH3:17])([CH3:16])[CH3:15])=[O:12].CC(N=NC(C#N)(C)C)(C#N)C.C([SnH](CCCC)CCCC)CCC.C1CCN2C(=NCCC2)CC1, predict the reaction product. The product is: [CH2:9]1[CH2:8][N:7]([C:11]([O:13][C:14]([CH3:17])([CH3:16])[CH3:15])=[O:12])[CH:6]2[CH2:5][O:4][C:3]3[CH:18]=[CH:19][CH:20]=[CH:21][C:2]=3[CH:10]12. (2) Given the reactants [OH:1][C@H:2]1[CH2:5][C@H:4]([NH:6][C:7]([C:9]2[C:17]3[C:12](=[N:13][CH:14]=[C:15]([C:18]4[C:26]5[C:21](=[CH:22][C:23]([F:27])=[CH:24][CH:25]=5)[N:20]([CH3:28])[N:19]=4)[N:16]=3)[N:11](COCC[Si](C)(C)C)[CH:10]=2)=[O:8])[CH2:3]1.FC(F)(F)C(O)=O.C(N)CN, predict the reaction product. The product is: [OH:1][C@H:2]1[CH2:3][C@H:4]([NH:6][C:7]([C:9]2[C:17]3[C:12](=[N:13][CH:14]=[C:15]([C:18]4[C:26]5[C:21](=[CH:22][C:23]([F:27])=[CH:24][CH:25]=5)[N:20]([CH3:28])[N:19]=4)[N:16]=3)[NH:11][CH:10]=2)=[O:8])[CH2:5]1. (3) Given the reactants [CH3:1][C:2]([CH3:32])([CH3:31])[CH2:3][N:4]1[C:8]2[N:9]=[C:10]([C:13]#[N:14])[N:11]=[CH:12][C:7]=2[CH:6]=[C:5]1[CH2:15][N:16]1[CH2:30][CH2:29][C:19]2([NH:23][C:22](=[O:24])[N:21]([CH2:25][CH2:26][CH3:27])[C:20]2=[O:28])[CH2:18][CH2:17]1.[H-].[Na+].[CH3:35]I, predict the reaction product. The product is: [CH3:32][C:2]([CH3:31])([CH3:1])[CH2:3][N:4]1[C:8]2[N:9]=[C:10]([C:13]#[N:14])[N:11]=[CH:12][C:7]=2[CH:6]=[C:5]1[CH2:15][N:16]1[CH2:17][CH2:18][C:19]2([N:23]([CH3:35])[C:22](=[O:24])[N:21]([CH2:25][CH2:26][CH3:27])[C:20]2=[O:28])[CH2:29][CH2:30]1.